This data is from Catalyst prediction with 721,799 reactions and 888 catalyst types from USPTO. The task is: Predict which catalyst facilitates the given reaction. (1) Reactant: C[C:2]1[CH:10]=[CH:9]C(C)=C[C:3]=1[C:4]([OH:6])=[O:5].N([C:19]([CH3:23])([CH3:22])[C:20]#N)=N[C:19]([CH3:23])([CH3:22])[C:20]#N.[Br:24]N1C(=O)CCC1=O. Product: [Br:24][CH2:9][C:10]1[CH:2]=[C:3]([CH:23]=[C:19]([CH3:22])[CH:20]=1)[C:4]([OH:6])=[O:5]. The catalyst class is: 2. (2) Product: [CH2:17]([N:7]1[C:8](=[O:16])[C:9]([CH3:15])([CH3:14])[C:10](=[O:13])[N:11]([CH3:12])[C:5]2[CH:4]=[C:3]([CH2:2][C:21]#[N:22])[CH:20]=[CH:19][C:6]1=2)[CH3:18]. Reactant: Cl[CH2:2][C:3]1[CH:20]=[CH:19][C:6]2[N:7]([CH2:17][CH3:18])[C:8](=[O:16])[C:9]([CH3:15])([CH3:14])[C:10](=[O:13])[N:11]([CH3:12])[C:5]=2[CH:4]=1.[C-:21]#[N:22].[Na+].O. The catalyst class is: 3. (3) Product: [CH2:20]([CH:3]([CH2:1][CH3:2])[C:4]([NH:6][C:7]1[CH:12]=[CH:11][C:10]([N:13]2[CH2:14][CH2:15][N:16]([CH:23]([C:27]3[CH:32]=[CH:31][CH:30]=[CH:29][CH:28]=3)[C:24](=[O:26])[CH3:25])[CH2:17][CH2:18]2)=[C:9]([F:19])[CH:8]=1)=[O:5])[CH3:21]. The catalyst class is: 44. Reactant: [CH2:1]([CH:3]([CH2:20][CH3:21])[C:4]([NH:6][C:7]1[CH:12]=[CH:11][C:10]([N:13]2[CH2:18][CH2:17][NH:16][CH2:15][CH2:14]2)=[C:9]([F:19])[CH:8]=1)=[O:5])[CH3:2].Cl[CH:23]([C:27]1[CH:32]=[CH:31][CH:30]=[CH:29][CH:28]=1)[C:24](=[O:26])[CH3:25].